This data is from Full USPTO retrosynthesis dataset with 1.9M reactions from patents (1976-2016). The task is: Predict the reactants needed to synthesize the given product. (1) The reactants are: [CH3:1][C:2]1[C:6](C=O)=[CH:5][N:4]([C:9]2[CH:14]=[CH:13][N:12]=[C:11]([NH:15][C:16]3[CH:17]=[C:18]4[C:22](=[CH:23][CH:24]=3)[N:21]([CH3:25])[CH:20]=[CH:19]4)[N:10]=2)[N:3]=1.Cl.[CH2:27]([N:29]([CH2:32][CH3:33])[CH2:30]C)C.[BH-](OC(C)=O)(OC(C)=O)[O:35]C(C)=O.[Na+]. Given the product [CH3:1][C:2]1[C:6]([CH2:30][N:29]2[CH2:27][CH:33]([OH:35])[CH2:32]2)=[CH:5][N:4]([C:9]2[CH:14]=[CH:13][N:12]=[C:11]([NH:15][C:16]3[CH:17]=[C:18]4[C:22](=[CH:23][CH:24]=3)[N:21]([CH3:25])[CH:20]=[CH:19]4)[N:10]=2)[N:3]=1, predict the reactants needed to synthesize it. (2) Given the product [Cl:13][C:5]1[C:6]([OH:12])=[CH:7][CH:8]=[C:9]2[C:4]=1[N:3]=[C:2]([CH3:1])[CH:11]=[CH:10]2, predict the reactants needed to synthesize it. The reactants are: [CH3:1][C:2]1[CH:11]=[CH:10][C:9]2[C:4](=[CH:5][C:6]([OH:12])=[CH:7][CH:8]=2)[N:3]=1.[Cl:13]N1C(=O)CCC1=O.